This data is from NCI-60 drug combinations with 297,098 pairs across 59 cell lines. The task is: Regression. Given two drug SMILES strings and cell line genomic features, predict the synergy score measuring deviation from expected non-interaction effect. Drug 1: CN1C(=O)N2C=NC(=C2N=N1)C(=O)N. Drug 2: C(=O)(N)NO. Cell line: KM12. Synergy scores: CSS=-4.49, Synergy_ZIP=2.03, Synergy_Bliss=0.470, Synergy_Loewe=-2.90, Synergy_HSA=-3.87.